From a dataset of Peptide-MHC class I binding affinity with 185,985 pairs from IEDB/IMGT. Regression. Given a peptide amino acid sequence and an MHC pseudo amino acid sequence, predict their binding affinity value. This is MHC class I binding data. (1) The binding affinity (normalized) is 0.743. The MHC is HLA-A02:01 with pseudo-sequence HLA-A02:01. The peptide sequence is YTYAFTKKV. (2) The peptide sequence is RLLRMNNEN. The MHC is HLA-B58:01 with pseudo-sequence HLA-B58:01. The binding affinity (normalized) is 0.0847.